Dataset: hERG Central: cardiac toxicity at 1µM, 10µM, and general inhibition. Task: Predict hERG channel inhibition at various concentrations. (1) The molecule is Nc1nc(CN2CCCCCC2)nc(Nc2ccc(F)cc2)n1. Results: hERG_inhib (hERG inhibition (general)): blocker. (2) The drug is Cc1cc(NC(=O)c2ccc(Cl)cc2)cc(C)c1OCC(=O)N1CCOCC1. Results: hERG_inhib (hERG inhibition (general)): blocker. (3) The molecule is CCOCCn1c(CN2CCN(c3cccc(Cl)c3)CC2)nc2c1c(=O)n(C)c(=O)n2C. Results: hERG_inhib (hERG inhibition (general)): blocker.